This data is from Full USPTO retrosynthesis dataset with 1.9M reactions from patents (1976-2016). The task is: Predict the reactants needed to synthesize the given product. (1) Given the product [N:44]1([CH2:45][CH2:46][CH2:47][NH:48][C:35]([C:34]2[CH:38]=[CH:39][C:31]([C:7]3[C:8]4[C:15](=[O:16])[N:14]5[C@H:10]([C:9]=4[N:17]=[C:18]([CH2:19][CH2:20][C:21]4[CH:26]=[CH:25][C:24]([C:27]([F:30])([F:29])[F:28])=[CH:23][CH:22]=4)[C:6]=3[C:4]([O:3][CH2:1][CH3:2])=[O:5])[CH2:11][CH2:12][CH2:13]5)=[CH:32][CH:33]=2)=[O:37])[CH:40]=[CH:41][N:42]=[CH:43]1, predict the reactants needed to synthesize it. The reactants are: [CH2:1]([O:3][C:4]([C:6]1[C:18]([CH2:19][CH2:20][C:21]2[CH:26]=[CH:25][C:24]([C:27]([F:30])([F:29])[F:28])=[CH:23][CH:22]=2)=[N:17][C:9]2[C@H:10]3[N:14]([C:15](=[O:16])[C:8]=2[C:7]=1[C:31]1[CH:39]=[CH:38][C:34]([C:35]([OH:37])=O)=[CH:33][CH:32]=1)[CH2:13][CH2:12][CH2:11]3)=[O:5])[CH3:2].[CH3:40][CH2:41][N:42]=[C:43]=[N:44][CH2:45][CH2:46][CH2:47][N:48](C)C.NCCCN1C=CN=C1. (2) Given the product [F:21][C:15]1[CH:14]=[CH:13][C:12]([C:4]2[CH:5]=[CH:6][CH:7]=[C:2]([NH2:1])[CH:3]=2)=[CH:17][C:16]=1[N+:18]([O-:20])=[O:19], predict the reactants needed to synthesize it. The reactants are: [NH2:1][C:2]1[CH:3]=[C:4](B(O)O)[CH:5]=[CH:6][CH:7]=1.Br[C:12]1[CH:13]=[CH:14][C:15]([F:21])=[C:16]([N+:18]([O-:20])=[O:19])[CH:17]=1.C(=O)(O)[O-].[Na+].